This data is from TCR-epitope binding with 47,182 pairs between 192 epitopes and 23,139 TCRs. The task is: Binary Classification. Given a T-cell receptor sequence (or CDR3 region) and an epitope sequence, predict whether binding occurs between them. (1) The epitope is RISNCVADY. The TCR CDR3 sequence is CASSYQTGTGTYDHTF. Result: 0 (the TCR does not bind to the epitope). (2) The epitope is LEPLVDLPI. The TCR CDR3 sequence is CSVDSLGLAVSYNEQFF. Result: 1 (the TCR binds to the epitope). (3) The epitope is IVTDFSVIK. The TCR CDR3 sequence is CASGLVEGDSKNIQYF. Result: 1 (the TCR binds to the epitope). (4) The epitope is KLPDDFTGCV. The TCR CDR3 sequence is CASSLALAGGRVEQYF. Result: 0 (the TCR does not bind to the epitope). (5) The epitope is YEGNSPFHPL. The TCR CDR3 sequence is CSASRRGGTNEKLFF. Result: 0 (the TCR does not bind to the epitope). (6) Result: 1 (the TCR binds to the epitope). The TCR CDR3 sequence is CASRDTSYEQYF. The epitope is GLCTLVAML. (7) The epitope is RAKFKQLL. The TCR CDR3 sequence is CASSLSSYNEQFF. Result: 1 (the TCR binds to the epitope).